Dataset: Catalyst prediction with 721,799 reactions and 888 catalyst types from USPTO. Task: Predict which catalyst facilitates the given reaction. (1) Reactant: [CH:1]([N:4]([CH3:31])[C@@H:5]1[CH2:10][CH2:9][C@H:8]([N:11]2[CH2:15][CH2:14][C@H:13]([NH:16]C(=O)OCC3C=CC=CC=3)[C:12]2=[O:27])[C@H:7]([CH2:28][CH2:29][CH3:30])[CH2:6]1)([CH3:3])[CH3:2].Br.CC(O)=O.CCOCC.O.C=O. Product: [NH2:16][C@H:13]1[CH2:14][CH2:15][N:11]([C@H:8]2[CH2:9][CH2:10][C@@H:5]([N:4]([CH:1]([CH3:2])[CH3:3])[CH3:31])[CH2:6][C@H:7]2[CH2:28][CH2:29][CH3:30])[C:12]1=[O:27]. The catalyst class is: 25. (2) Reactant: [C:1]([O:5][C:6](=[O:28])[CH2:7][CH2:8][CH2:9][O:10][C:11](=[O:27])[C@H:12]([CH:24]([CH3:26])[CH3:25])[NH:13][C:14]([O:16][CH2:17][C:18]1[CH:23]=[CH:22][CH:21]=[CH:20][CH:19]=1)=[O:15])(C)(C)C.FC(F)(F)C(O)=O.[OH-].C([N+](CCCC)(CCCC)CCCC)CCC.[Cl:54]CI. Product: [Cl:54][CH2:1][O:5][C:6](=[O:28])[CH2:7][CH2:8][CH2:9][O:10][C:11](=[O:27])[C@H:12]([CH:24]([CH3:26])[CH3:25])[NH:13][C:14]([O:16][CH2:17][C:18]1[CH:23]=[CH:22][CH:21]=[CH:20][CH:19]=1)=[O:15]. The catalyst class is: 12. (3) Reactant: [CH3:1][S:2][CH2:3][C:4]1[CH:5]=[CH:6][CH:7]=[C:8]2[C:12]=1[NH:11][CH:10]=[C:9]2[CH:13]([C:20]1[CH:25]=[CH:24][C:23]([C:26]([F:29])([F:28])[F:27])=[CH:22][CH:21]=1)[CH2:14][C:15]([O:17][CH2:18][CH3:19])=[O:16].[C:30](O[C:30]([O:32][C:33]([CH3:36])([CH3:35])[CH3:34])=[O:31])([O:32][C:33]([CH3:36])([CH3:35])[CH3:34])=[O:31].O. Product: [CH2:18]([O:17][C:15](=[O:16])[CH2:14][CH:13]([C:9]1[C:8]2[C:12](=[C:4]([CH2:3][S:2][CH3:1])[CH:5]=[CH:6][CH:7]=2)[N:11]([C:30]([O:32][C:33]([CH3:36])([CH3:35])[CH3:34])=[O:31])[CH:10]=1)[C:20]1[CH:21]=[CH:22][C:23]([C:26]([F:27])([F:28])[F:29])=[CH:24][CH:25]=1)[CH3:19]. The catalyst class is: 7. (4) Reactant: Cl.[C:2]1(=[O:13])[C:7]2([CH2:12][CH2:11][CH2:10][NH:9][CH2:8]2)[CH2:6][CH2:5][CH2:4][NH:3]1.C(N(CC)CC)C.[F:21][C:22]1[CH:23]=[C:24]([S:32](Cl)(=[O:34])=[O:33])[CH:25]=[C:26]([C:28]([F:31])([F:30])[F:29])[CH:27]=1. Product: [F:21][C:22]1[CH:23]=[C:24]([S:32]([N:9]2[CH2:10][CH2:11][CH2:12][C:7]3([C:2](=[O:13])[NH:3][CH2:4][CH2:5][CH2:6]3)[CH2:8]2)(=[O:33])=[O:34])[CH:25]=[C:26]([C:28]([F:30])([F:29])[F:31])[CH:27]=1. The catalyst class is: 4.